This data is from Forward reaction prediction with 1.9M reactions from USPTO patents (1976-2016). The task is: Predict the product of the given reaction. Given the reactants Br[C:2]1[CH2:3][C:4]2[C:9]([CH:10]=1)=[CH:8][CH:7]=[CH:6][CH:5]=2.[Mg].[CH2:12]([O:19][C@@H:20]1[C@@H:25]([O:26][CH2:27][C:28]2[CH:33]=[CH:32][CH:31]=[CH:30][CH:29]=2)[C@H:24]([O:34][CH2:35][C:36]2[CH:41]=[CH:40][CH:39]=[CH:38][CH:37]=2)[C@@H:23]([CH2:42][O:43][CH2:44][C:45]2[CH:50]=[CH:49][CH:48]=[CH:47][CH:46]=2)[O:22][C@H:21]1[C:51]1[CH:52]=[C:53]([CH:60]=[CH:61][CH:62]=1)[C:54](N(C)OC)=[O:55])[C:13]1[CH:18]=[CH:17][CH:16]=[CH:15][CH:14]=1.O, predict the reaction product. The product is: [CH2:3]1[C:4]2[C:9](=[CH:8][CH:7]=[CH:6][CH:5]=2)[CH:10]=[C:2]1[C:54]([C:53]1[CH:60]=[CH:61][CH:62]=[C:51]([C@@H:21]2[O:22][C@H:23]([CH2:42][O:43][CH2:44][C:45]3[CH:46]=[CH:47][CH:48]=[CH:49][CH:50]=3)[C@@H:24]([O:34][CH2:35][C:36]3[CH:37]=[CH:38][CH:39]=[CH:40][CH:41]=3)[C@H:25]([O:26][CH2:27][C:28]3[CH:33]=[CH:32][CH:31]=[CH:30][CH:29]=3)[C@H:20]2[O:19][CH2:12][C:13]2[CH:14]=[CH:15][CH:16]=[CH:17][CH:18]=2)[CH:52]=1)=[O:55].